Dataset: Full USPTO retrosynthesis dataset with 1.9M reactions from patents (1976-2016). Task: Predict the reactants needed to synthesize the given product. Given the product [Cl:1][C:2]1[CH:3]=[C:4]2[C:9](=[CH:10][C:11]=1[O:12][C:13](=[O:15])[CH3:14])[O:8][CH2:7][CH:6]([C:16]1[CH:21]=[CH:20][C:19]([O:22][C:23](=[O:25])[CH3:24])=[CH:18][CH:17]=1)[C:5]2=[O:26], predict the reactants needed to synthesize it. The reactants are: [Cl:1][C:2]1[CH:3]=[C:4]2[C:9](=[CH:10][C:11]=1[O:12][C:13](=[O:15])[CH3:14])[O:8][CH:7]=[C:6]([C:16]1[CH:21]=[CH:20][C:19]([O:22][C:23](=[O:25])[CH3:24])=[CH:18][CH:17]=1)[C:5]2=[O:26].